From a dataset of Forward reaction prediction with 1.9M reactions from USPTO patents (1976-2016). Predict the product of the given reaction. (1) Given the reactants [C:1]1([C:7]#[C:8][C:9]2[CH:14]=[CH:13][CH:12]=[CH:11][CH:10]=2)[CH:6]=[CH:5][CH:4]=[CH:3][CH:2]=1.CC([O:18][C:19]([S:21][S:21][C:19]([O:18]C(C)C)=[S:20])=[S:20])C, predict the reaction product. The product is: [C:1]1([C:7]2[S:20][C:19](=[O:18])[S:21][C:8]=2[C:9]2[CH:10]=[CH:11][CH:12]=[CH:13][CH:14]=2)[CH:6]=[CH:5][CH:4]=[CH:3][CH:2]=1. (2) Given the reactants [CH:1]12[CH2:6][CH:5]1[CH2:4][CH2:3][C:2]2=[O:7].C([O:11][CH2:12][C:13]([F:16])([F:15])[F:14])(=O)C, predict the reaction product. The product is: [F:14][C:13]([F:16])([F:15])[C:12]([CH:3]1[CH2:4][CH:5]2[CH:1]([CH2:6]2)[C:2]1=[O:7])=[O:11]. (3) The product is: [Br:1][C:2]1[CH:3]=[CH:4][C:5]([C:8]2[CH:13]=[CH:12][CH:11]=[CH:10][C:9]=2[NH:14][S:29]([CH:26]([CH3:28])[CH3:27])(=[O:31])=[O:30])=[CH:6][CH:7]=1. Given the reactants [Br:1][C:2]1[CH:7]=[CH:6][C:5]([C:8]2[CH:13]=[CH:12][CH:11]=[CH:10][C:9]=2[NH2:14])=[CH:4][CH:3]=1.C1CCN2C(=NCCC2)CC1.[CH:26]([S:29](Cl)(=[O:31])=[O:30])([CH3:28])[CH3:27], predict the reaction product. (4) Given the reactants [Cl:1][CH2:2][CH:3]1[C:11]2[C:10]3[CH:12]=[C:13]([S:16]([N:19]([CH2:27][C:28]4[CH:33]=[CH:32][CH:31]=[CH:30][CH:29]=4)[CH2:20][C:21]4[CH:26]=[CH:25][CH:24]=[CH:23][CH:22]=4)(=[O:18])=[O:17])[CH:14]=[CH:15][C:9]=3[CH:8]=[CH:7][C:6]=2[N:5]([C:34]([O:36]C(C)(C)C)=O)[CH2:4]1.O1CCOCC1.[F:47][C:48]([F:59])([F:58])C(OC(=O)[C:48]([F:59])([F:58])[F:47])=O, predict the reaction product. The product is: [CH2:27]([N:19]([CH2:20][C:21]1[CH:22]=[CH:23][CH:24]=[CH:25][CH:26]=1)[S:16]([C:13]1[CH:14]=[CH:15][C:9]2[CH:8]=[CH:7][C:6]3[N:5]([C:34](=[O:36])[C:48]([F:59])([F:58])[F:47])[CH2:4][CH:3]([CH2:2][Cl:1])[C:11]=3[C:10]=2[CH:12]=1)(=[O:18])=[O:17])[C:28]1[CH:29]=[CH:30][CH:31]=[CH:32][CH:33]=1. (5) Given the reactants C(O[C:4](=[N:6][C:7](=O)[C:8]1[CH:13]=[CH:12][CH:11]=[C:10]([Cl:14])[CH:9]=1)[CH3:5])C.[NH:16]([C:18]1[N:23]=[CH:22][C:21]([S:24]([NH2:27])(=[O:26])=[O:25])=[CH:20][CH:19]=1)[NH2:17].O, predict the reaction product. The product is: [Cl:14][C:10]1[CH:9]=[C:8]([C:7]2[N:16]([C:18]3[N:23]=[CH:22][C:21]([S:24]([NH2:27])(=[O:26])=[O:25])=[CH:20][CH:19]=3)[N:17]=[C:4]([CH3:5])[N:6]=2)[CH:13]=[CH:12][CH:11]=1. (6) Given the reactants [Cl:1][C:2]1[CH:7]=[CH:6][C:5]([C:8]2[C:9]([O:17][CH2:18][CH:19]3[CH2:21][CH2:20]3)=[N:10][CH:11]=[C:12]([CH:16]=2)[C:13]([OH:15])=O)=[CH:4][CH:3]=1.CN(C(ON1N=NC2C=CC=CC1=2)=[N+](C)C)C.[B-](F)(F)(F)F.C(N(CC)C(C)C)(C)C.[NH2:53][C@@H:54]1[CH2:59][CH2:58][CH2:57][CH2:56][C@H:55]1[OH:60], predict the reaction product. The product is: [Cl:1][C:2]1[CH:3]=[CH:4][C:5]([C:8]2[C:9]([O:17][CH2:18][CH:19]3[CH2:21][CH2:20]3)=[N:10][CH:11]=[C:12]([CH:16]=2)[C:13]([NH:53][C@@H:54]2[CH2:59][CH2:58][CH2:57][CH2:56][C@H:55]2[OH:60])=[O:15])=[CH:6][CH:7]=1. (7) Given the reactants [OH:1][CH:2]([C:4]1[CH:5]=[C:6](/[CH:15]=[CH:16]/[C:17]([NH:19][CH:20]2[C:28]3[C:23](=[CH:24][CH:25]=[CH:26][CH:27]=3)[CH2:22][CH2:21]2)=[O:18])[CH:7]=[CH:8][C:9]=1[N:10]1[CH:14]=[CH:13][N:12]=[CH:11]1)[CH3:3], predict the reaction product. The product is: [C:2]([C:4]1[CH:5]=[C:6](/[CH:15]=[CH:16]/[C:17]([NH:19][CH:20]2[C:28]3[C:23](=[CH:24][CH:25]=[CH:26][CH:27]=3)[CH2:22][CH2:21]2)=[O:18])[CH:7]=[CH:8][C:9]=1[N:10]1[CH:14]=[CH:13][N:12]=[CH:11]1)(=[O:1])[CH3:3]. (8) Given the reactants [Br:1][C:2]1[CH:3]=[C:4]([O:12][C:13]2[CH:18]=[CH:17][CH:16]=[CH:15][CH:14]=2)[C:5]([NH:8][C:9]([NH2:11])=[S:10])=[N:6][CH:7]=1.Br[CH2:20][C:21](=O)[CH2:22][C:23]([O:29][CH3:30])([CH3:28])[C:24]([O:26][CH3:27])=[O:25], predict the reaction product. The product is: [Br:1][C:2]1[CH:3]=[C:4]([O:12][C:13]2[CH:14]=[CH:15][CH:16]=[CH:17][CH:18]=2)[C:5]([NH:8][C:9]2[S:10][CH:20]=[C:21]([CH2:22][C:23]([O:29][CH3:30])([CH3:28])[C:24]([O:26][CH3:27])=[O:25])[N:11]=2)=[N:6][CH:7]=1. (9) The product is: [Br:2][C:3]1[CH:4]=[C:5]([C:12]([NH:53][CH:51]2[CH2:52][O:49][CH2:50]2)=[O:14])[C:6]2[N:7]([CH:9]=[CH:10][N:11]=2)[CH:8]=1. Given the reactants Cl.[Br:2][C:3]1[CH:4]=[C:5]([C:12]([OH:14])=O)[C:6]2[N:7]([CH:9]=[CH:10][N:11]=2)[CH:8]=1.CN(C(ON1N=NC2C=CC=NC1=2)=[N+](C)C)C.F[P-](F)(F)(F)(F)F.CCN(C(C)C)C(C)C.Cl.[O:49]1[CH:52]=[C:51]([NH2:53])[CH2:50]1, predict the reaction product.